This data is from Catalyst prediction with 721,799 reactions and 888 catalyst types from USPTO. The task is: Predict which catalyst facilitates the given reaction. (1) Reactant: [CH3:1][C@H:2]1[CH2:7][NH:6][C@H:5]([CH3:8])[CH2:4][N:3]1[C@H:9]([C:16]1[CH:28]=[CH:27][C:19]([C:20]([N:22]([CH2:25][CH3:26])[CH2:23][CH3:24])=[O:21])=[CH:18][CH:17]=1)[C:10]1[CH:15]=[CH:14][CH:13]=[CH:12][CH:11]=1.[I-].[Na+].C(N(CC)CC)C.[F:38][C:39]1[CH:40]=[C:41]([CH:44]=[CH:45][CH:46]=1)[CH2:42]Br. Product: [CH3:1][C@H:2]1[CH2:7][N:6]([CH2:42][C:41]2[CH:44]=[CH:45][CH:46]=[C:39]([F:38])[CH:40]=2)[C@H:5]([CH3:8])[CH2:4][N:3]1[C@H:9]([C:16]1[CH:17]=[CH:18][C:19]([C:20]([N:22]([CH2:25][CH3:26])[CH2:23][CH3:24])=[O:21])=[CH:27][CH:28]=1)[C:10]1[CH:11]=[CH:12][CH:13]=[CH:14][CH:15]=1. The catalyst class is: 10. (2) Product: [N:1]1[CH:6]=[CH:5][CH:4]=[C:3]2[CH2:7][CH2:8][CH2:9][CH2:10][CH:11]([OH:12])[C:2]=12. Reactant: [N:1]1[CH:6]=[CH:5][CH:4]=[C:3]2[CH2:7][CH2:8][CH2:9][CH2:10][CH:11]([O:12]C(=O)C)[C:2]=12.C([O-])([O-])=O.[K+].[K+].O. The catalyst class is: 5. (3) The catalyst class is: 22. Reactant: OO.FC(F)(F)C(C(F)(F)F)=[O:6].[F:13][C:14]([F:34])([CH:17]([F:33])[O:18][C:19]([F:32])([F:31])[C:20]([F:30])([F:29])[C:21]([F:28])([F:27])[O:22][C:23]([F:26])([F:25])[F:24])[CH2:15][OH:16]. Product: [F:13][C:14]([F:34])([CH:17]([F:33])[O:18][C:19]([F:32])([F:31])[C:20]([F:29])([F:30])[C:21]([F:27])([F:28])[O:22][C:23]([F:24])([F:25])[F:26])[C:15]([OH:6])=[O:16]. (4) Reactant: [NH2:1][C:2]1[CH:7]=[CH:6][C:5]([C:8]2([C:14]#[N:15])[CH2:13][CH2:12][O:11][CH2:10][CH2:9]2)=[CH:4][C:3]=1[Br:16].C[Si]([N:21]=[N+:22]=[N-:23])(C)C.[F-].C([N+](CCCC)(CCCC)CCCC)CCC. Product: [Br:16][C:3]1[CH:4]=[C:5]([C:8]2([C:14]3[N:21]=[N:22][NH:23][N:15]=3)[CH2:9][CH2:10][O:11][CH2:12][CH2:13]2)[CH:6]=[CH:7][C:2]=1[NH2:1]. The catalyst class is: 25. (5) Reactant: [CH3:1][C:2]1[N:3]=[C:4]2[C:9]([OH:10])=[C:8]([CH2:11][CH2:12][C:13](=[O:20])[C:14]3[CH:19]=[CH:18][CH:17]=[CH:16][CH:15]=3)[C:7]([C:21]([O:23][CH2:24][CH3:25])=[O:22])=[CH:6][N:5]2[C:26]=1[CH3:27].[BH4-].[Na+].[Cl-].[NH4+]. Product: [CH3:1][C:2]1[N:3]=[C:4]2[C:9]([OH:10])=[C:8]([CH2:11][CH2:12][CH:13]([OH:20])[C:14]3[CH:19]=[CH:18][CH:17]=[CH:16][CH:15]=3)[C:7]([C:21]([O:23][CH2:24][CH3:25])=[O:22])=[CH:6][N:5]2[C:26]=1[CH3:27]. The catalyst class is: 8. (6) Reactant: [NH:1]1[CH2:4][CH:3]([C:5]([OH:7])=[O:6])[CH2:2]1.CCN(CC)CC.[C:15](O[C:15]([O:17][C:18]([CH3:21])([CH3:20])[CH3:19])=[O:16])([O:17][C:18]([CH3:21])([CH3:20])[CH3:19])=[O:16].C(OCC)(=O)C. Product: [C:15]([N:1]1[CH2:4][CH:3]([C:5]([OH:7])=[O:6])[CH2:2]1)([O:17][C:18]([CH3:21])([CH3:20])[CH3:19])=[O:16]. The catalyst class is: 20.